Dataset: NCI-60 drug combinations with 297,098 pairs across 59 cell lines. Task: Regression. Given two drug SMILES strings and cell line genomic features, predict the synergy score measuring deviation from expected non-interaction effect. Drug 1: C1CCN(CC1)CCOC2=CC=C(C=C2)C(=O)C3=C(SC4=C3C=CC(=C4)O)C5=CC=C(C=C5)O. Drug 2: CS(=O)(=O)OCCCCOS(=O)(=O)C. Cell line: A549. Synergy scores: CSS=5.91, Synergy_ZIP=-2.77, Synergy_Bliss=1.36, Synergy_Loewe=-4.56, Synergy_HSA=-3.53.